From a dataset of Clinical trial toxicity outcomes and FDA approval status for drugs. Regression/Classification. Given a drug SMILES string, predict its toxicity properties. Task type varies by dataset: regression for continuous values (e.g., LD50, hERG inhibition percentage) or binary classification for toxic/non-toxic outcomes (e.g., AMES mutagenicity, cardiotoxicity, hepatotoxicity). Dataset: clintox. (1) The drug is Cc1cccc(C)c1NC(=O)C[NH+](CC(=O)[O-])CC(=O)[O-]. The result is 0 (passed clinical trial). (2) The compound is O=c1[nH]cc(F)c(=O)[nH]1. The result is 1 (failed clinical trial for toxicity). (3) The compound is CCC1(C)CC(=O)NC1=O. The result is 0 (passed clinical trial). (4) The compound is CC1=NS(=O)(=O)c2cc(Cl)ccc2N1. The result is 0 (passed clinical trial).